From a dataset of NCI-60 drug combinations with 297,098 pairs across 59 cell lines. Regression. Given two drug SMILES strings and cell line genomic features, predict the synergy score measuring deviation from expected non-interaction effect. (1) Drug 1: C1CC(=O)NC(=O)C1N2CC3=C(C2=O)C=CC=C3N. Drug 2: C1=CC(=CC=C1CCC2=CNC3=C2C(=O)NC(=N3)N)C(=O)NC(CCC(=O)O)C(=O)O. Cell line: SK-MEL-5. Synergy scores: CSS=11.2, Synergy_ZIP=-1.67, Synergy_Bliss=-0.269, Synergy_Loewe=-8.86, Synergy_HSA=-0.839. (2) Drug 1: CC1CCC2CC(C(=CC=CC=CC(CC(C(=O)C(C(C(=CC(C(=O)CC(OC(=O)C3CCCCN3C(=O)C(=O)C1(O2)O)C(C)CC4CCC(C(C4)OC)O)C)C)O)OC)C)C)C)OC. Drug 2: CC1C(C(CC(O1)OC2CC(CC3=C2C(=C4C(=C3O)C(=O)C5=C(C4=O)C(=CC=C5)OC)O)(C(=O)CO)O)N)O.Cl. Cell line: ACHN. Synergy scores: CSS=40.2, Synergy_ZIP=3.25, Synergy_Bliss=5.09, Synergy_Loewe=5.99, Synergy_HSA=6.74. (3) Drug 1: CCCS(=O)(=O)NC1=C(C(=C(C=C1)F)C(=O)C2=CNC3=C2C=C(C=N3)C4=CC=C(C=C4)Cl)F. Drug 2: C1CCC(CC1)NC(=O)N(CCCl)N=O. Cell line: UACC-257. Synergy scores: CSS=65.2, Synergy_ZIP=10.6, Synergy_Bliss=12.3, Synergy_Loewe=-12.3, Synergy_HSA=11.8. (4) Drug 1: CC12CCC3C(C1CCC2O)C(CC4=C3C=CC(=C4)O)CCCCCCCCCS(=O)CCCC(C(F)(F)F)(F)F. Drug 2: C(CN)CNCCSP(=O)(O)O. Cell line: MALME-3M. Synergy scores: CSS=-3.88, Synergy_ZIP=-0.467, Synergy_Bliss=-2.48, Synergy_Loewe=-4.59, Synergy_HSA=-4.28. (5) Drug 1: CN(C)C1=NC(=NC(=N1)N(C)C)N(C)C. Drug 2: CC1CCCC2(C(O2)CC(NC(=O)CC(C(C(=O)C(C1O)C)(C)C)O)C(=CC3=CSC(=N3)C)C)C. Cell line: HL-60(TB). Synergy scores: CSS=-12.6, Synergy_ZIP=2.49, Synergy_Bliss=-3.57, Synergy_Loewe=-9.65, Synergy_HSA=-7.96. (6) Drug 1: CCCS(=O)(=O)NC1=C(C(=C(C=C1)F)C(=O)C2=CNC3=C2C=C(C=N3)C4=CC=C(C=C4)Cl)F. Drug 2: CS(=O)(=O)CCNCC1=CC=C(O1)C2=CC3=C(C=C2)N=CN=C3NC4=CC(=C(C=C4)OCC5=CC(=CC=C5)F)Cl. Cell line: SK-OV-3. Synergy scores: CSS=19.7, Synergy_ZIP=-4.79, Synergy_Bliss=5.27, Synergy_Loewe=-10.3, Synergy_HSA=3.90.